Regression/Classification. Given a drug SMILES string, predict its absorption, distribution, metabolism, or excretion properties. Task type varies by dataset: regression for continuous measurements (e.g., permeability, clearance, half-life) or binary classification for categorical outcomes (e.g., BBB penetration, CYP inhibition). Dataset: cyp1a2_veith. From a dataset of CYP1A2 inhibition data for predicting drug metabolism from PubChem BioAssay. The drug is CCN1CCCC1CNC(=O)C(=O)Nc1ccccc1OC. The result is 0 (non-inhibitor).